From a dataset of Reaction yield outcomes from USPTO patents with 853,638 reactions. Predict the reaction yield, written as a fraction of the theoretical maximum amount of product (1.0 means a 100% yield; for example, 0.34 means a 34% yield). (1) The reactants are Cl[C:2]1[N:7]=[C:6]([NH:8][C@@H:9]2[C@@H:14]3[CH2:15][C@@H:11]([CH:12]=[CH:13]3)[C@@H:10]2[C:16]([NH2:18])=[O:17])[C:5]([Cl:19])=[CH:4][N:3]=1.[NH2:20][C:21]1[C:40]([O:41][CH3:42])=[CH:39][C:24]2[CH2:25][CH2:26][N:27]([CH2:30][C:31]([N:33]3[CH2:38][CH2:37][O:36][CH2:35][CH2:34]3)=[O:32])[CH2:28][CH2:29][C:23]=2[CH:22]=1. No catalyst specified. The product is [Cl:19][C:5]1[C:6]([NH:8][C@@H:9]2[C@@H:14]3[CH2:15][C@@H:11]([CH:12]=[CH:13]3)[C@@H:10]2[C:16]([NH2:18])=[O:17])=[N:7][C:2]([NH:20][C:21]2[C:40]([O:41][CH3:42])=[CH:39][C:24]3[CH2:25][CH2:26][N:27]([CH2:30][C:31]([N:33]4[CH2:38][CH2:37][O:36][CH2:35][CH2:34]4)=[O:32])[CH2:28][CH2:29][C:23]=3[CH:22]=2)=[N:3][CH:4]=1. The yield is 0.200. (2) The reactants are [F:1][CH2:2][C:3]1[N:8]=[C:7]([C:9]#[C:10][CH2:11][CH2:12][NH2:13])[CH:6]=[CH:5][CH:4]=1.[Cl:14][C:15]1[CH:23]=[CH:22][CH:21]=[C:20]([Cl:24])[C:16]=1[C:17](Cl)=[O:18]. No catalyst specified. The product is [Cl:14][C:15]1[CH:23]=[CH:22][CH:21]=[C:20]([Cl:24])[C:16]=1[C:17]([NH:13][CH2:12][CH2:11][C:10]#[C:9][C:7]1[CH:6]=[CH:5][CH:4]=[C:3]([CH2:2][F:1])[N:8]=1)=[O:18]. The yield is 0.270.